Dataset: Retrosynthesis with 50K atom-mapped reactions and 10 reaction types from USPTO. Task: Predict the reactants needed to synthesize the given product. Given the product O=C(NCCCO)c1cc(CNc2ccccc2C(=O)NOCC2CCCC2)ccc1F, predict the reactants needed to synthesize it. The reactants are: NCCCO.O=C(O)c1cc(CNc2ccccc2C(=O)NOCC2CCCC2)ccc1F.